From a dataset of Reaction yield outcomes from USPTO patents with 853,638 reactions. Predict the reaction yield, written as a fraction of the theoretical maximum amount of product (1.0 means a 100% yield; for example, 0.34 means a 34% yield). (1) The reactants are [OH:1][NH:2][C:3]([C:5]1[CH:6]=[CH:7][C:8]2[N:9]([CH:19]3[CH2:25][CH:24]4[N:26]([CH3:27])[CH:21]([CH2:22][CH2:23]4)[CH2:20]3)[C:10]3[C:15]([O:16][C:17]=2[CH:18]=1)=[CH:14][CH:13]=[CH:12][CH:11]=3)=[NH:4].[C:28](N1C=CN=C1)(N1C=CN=C1)=[O:29]. The catalyst is O1CCOCC1. The product is [CH3:27][N:26]1[CH:21]2[CH2:22][CH2:23][CH:24]1[CH2:25][CH:19]([N:9]1[C:8]3[CH:7]=[CH:6][C:5]([C:3]4[NH:4][C:28](=[O:29])[O:1][N:2]=4)=[CH:18][C:17]=3[O:16][C:15]3[C:10]1=[CH:11][CH:12]=[CH:13][CH:14]=3)[CH2:20]2. The yield is 0.176. (2) The reactants are [F:1][C:2]([F:30])([F:29])[C:3]1[CH:4]=[CH:5][CH:6]=[C:7]2[C:12]=1[N:11]=[CH:10][CH:9]=[C:8]2[O:13][CH2:14][CH2:15][CH2:16][CH2:17][CH2:18][O:19][C:20]1[C:21](=[O:28])[CH:22]=[C:23]([CH2:26][OH:27])[O:24][CH:25]=1.C(N(CC)CC)C.[CH3:38][S:39](Cl)(=[O:41])=[O:40]. The catalyst is C(Cl)Cl. The product is [CH3:38][S:39]([O:27][CH2:26][C:23]1[O:24][CH:25]=[C:20]([O:19][CH2:18][CH2:17][CH2:16][CH2:15][CH2:14][O:13][C:8]2[C:7]3[C:12](=[C:3]([C:2]([F:1])([F:29])[F:30])[CH:4]=[CH:5][CH:6]=3)[N:11]=[CH:10][CH:9]=2)[C:21](=[O:28])[CH:22]=1)(=[O:41])=[O:40]. The yield is 0.370. (3) The reactants are [Cl:1][C:2]1[CH:7]=[CH:6][C:5]([S:8]([NH:11][C@H:12]([CH2:16][CH:17]([CH3:19])[CH3:18])[C:13]([NH2:15])=[O:14])(=[O:10])=[O:9])=[CH:4][CH:3]=1.C(=O)([O-])[O-].[Cs+].[Cs+].[C:26]([O:30][C:31]([N:33]1[CH2:38][CH2:37][CH:36]([CH2:39]OS(C2C=CC(C)=CC=2)(=O)=O)[CH2:35][CH2:34]1)=[O:32])([CH3:29])([CH3:28])[CH3:27]. The catalyst is CN(C=O)C. The product is [C:26]([O:30][C:31]([N:33]1[CH2:38][CH2:37][CH:36]([CH2:39][N:11]([C@@H:12]([C:13](=[O:14])[NH2:15])[CH2:16][CH:17]([CH3:19])[CH3:18])[S:8]([C:5]2[CH:4]=[CH:3][C:2]([Cl:1])=[CH:7][CH:6]=2)(=[O:9])=[O:10])[CH2:35][CH2:34]1)=[O:32])([CH3:29])([CH3:27])[CH3:28]. The yield is 0.440. (4) The catalyst is CN(C=O)C. The yield is 0.720. The product is [Cl:1][C:2]1[CH:3]=[C:4]2[C:8](=[CH:9][CH:10]=1)[N:7]([CH2:32][C:33]([N:35]([CH3:37])[CH3:36])=[O:34])[C:6]([C:11]([N:13]1[CH2:14][CH2:15][CH:16]([C:19]3[C:24]([O:25][CH3:26])=[CH:23][CH:22]=[CH:21][C:20]=3[O:27][CH3:28])[CH2:17][CH2:18]1)=[O:12])=[CH:5]2. The reactants are [Cl:1][C:2]1[CH:3]=[C:4]2[C:8](=[CH:9][CH:10]=1)[NH:7][C:6]([C:11]([N:13]1[CH2:18][CH2:17][CH:16]([C:19]3[C:24]([O:25][CH3:26])=[CH:23][CH:22]=[CH:21][C:20]=3[O:27][CH3:28])[CH2:15][CH2:14]1)=[O:12])=[CH:5]2.[H-].[Na+].Cl[CH2:32][C:33]([N:35]([CH3:37])[CH3:36])=[O:34]. (5) The reactants are [OH:1][CH2:2][C@H:3]1[CH2:8][O:7][CH2:6][CH2:5][N:4]1[C:9]([O:11][C:12]([CH3:15])([CH3:14])[CH3:13])=[O:10].C(N(CC)CC)C.[C:23]([Si:27](Cl)([C:34]1[CH:39]=[CH:38][CH:37]=[CH:36][CH:35]=1)[C:28]1[CH:33]=[CH:32][CH:31]=[CH:30][CH:29]=1)([CH3:26])([CH3:25])[CH3:24]. The catalyst is C(Cl)Cl.CN(C1C=CN=CC=1)C.O. The product is [Si:27]([O:1][CH2:2][C@@H:3]1[CH2:8][O:7][CH2:6][CH2:5][N:4]1[C:9]([O:11][C:12]([CH3:15])([CH3:14])[CH3:13])=[O:10])([C:23]([CH3:26])([CH3:25])[CH3:24])([C:34]1[CH:35]=[CH:36][CH:37]=[CH:38][CH:39]=1)[C:28]1[CH:33]=[CH:32][CH:31]=[CH:30][CH:29]=1. The yield is 0.480.